Predict the product of the given reaction. From a dataset of Forward reaction prediction with 1.9M reactions from USPTO patents (1976-2016). (1) Given the reactants [F:1][C:2]([F:14])([F:13])[C:3]1[CH:4]=[CH:5][CH:6]=[C:7]2[C:12]=1[CH2:11][NH:10][CH2:9][CH2:8]2.[CH:15]([O:18][C:19]1[CH:27]=[CH:26][C:25]([S:28]([CH3:31])(=[O:30])=[O:29])=[CH:24][C:20]=1[C:21](O)=[O:22])([CH3:17])[CH3:16], predict the reaction product. The product is: [CH:15]([O:18][C:19]1[CH:27]=[CH:26][C:25]([S:28]([CH3:31])(=[O:30])=[O:29])=[CH:24][C:20]=1[C:21]([N:10]1[CH2:9][CH2:8][C:7]2[C:12](=[C:3]([C:2]([F:1])([F:13])[F:14])[CH:4]=[CH:5][CH:6]=2)[CH2:11]1)=[O:22])([CH3:17])[CH3:16]. (2) Given the reactants [Br:1][C:2]1[C:11]2[NH:10][C:9](=[O:12])[C:8]3[S:13][CH:14]=[CH:15][C:7]=3[C:6]=2[C:5]([C:16]2[CH:21]=[CH:20][C:19]([C@H:22]([NH:24]C(=O)OC(C)(C)C)[CH3:23])=[CH:18][CH:17]=2)=[C:4]([O:32]C)[CH:3]=1.BrB(Br)Br, predict the reaction product. The product is: [NH2:24][C@@H:22]([C:19]1[CH:20]=[CH:21][C:16]([C:5]2[C:6]3[C:7]4[CH:15]=[CH:14][S:13][C:8]=4[C:9](=[O:12])[NH:10][C:11]=3[C:2]([Br:1])=[CH:3][C:4]=2[OH:32])=[CH:17][CH:18]=1)[CH3:23].